From a dataset of Full USPTO retrosynthesis dataset with 1.9M reactions from patents (1976-2016). Predict the reactants needed to synthesize the given product. (1) Given the product [Cl:15][C:10]1[CH:11]=[CH:12][CH:13]=[CH:14][C:9]=1[CH2:8][CH2:7][C:6](=[O:16])[CH:5]=[C:4]([OH:17])[C:3]([OH:18])=[O:2], predict the reactants needed to synthesize it. The reactants are: C[O:2][C:3](=[O:18])[C:4]([OH:17])=[CH:5][C:6](=[O:16])[CH2:7][CH2:8][C:9]1[CH:14]=[CH:13][CH:12]=[CH:11][C:10]=1[Cl:15].[OH-].[Na+].CO.Cl. (2) Given the product [NH2:8][CH:9]1[CH2:18][C:17]2[CH:16]=[C:15]([C:19]([O:21][CH3:22])=[O:20])[CH:14]=[CH:13][C:12]=2[CH2:11][CH2:10]1, predict the reactants needed to synthesize it. The reactants are: C(OC([NH:8][CH:9]1[CH2:18][C:17]2[CH:16]=[C:15]([C:19]([O:21][CH3:22])=[O:20])[CH:14]=[CH:13][C:12]=2[CH2:11][CH2:10]1)=O)(C)(C)C.Cl.O1CCOCC1.